From a dataset of Full USPTO retrosynthesis dataset with 1.9M reactions from patents (1976-2016). Predict the reactants needed to synthesize the given product. (1) Given the product [C:1]1([S:7]([C:10]([CH:14]2[CH2:26][CH2:25][C:24]3[C:23]4[C:18](=[CH:19][CH:20]=[C:21]([Cl:27])[CH:22]=4)[N:17]([CH2:28][O:29][CH3:30])[C:16]=3[CH2:15]2)([CH3:13])[CH2:11][O:12][CH3:33])(=[O:9])=[O:8])[CH:6]=[CH:5][CH:4]=[CH:3][CH:2]=1, predict the reactants needed to synthesize it. The reactants are: [C:1]1([S:7]([C:10]([CH:14]2[CH2:26][CH2:25][C:24]3[C:23]4[C:18](=[CH:19][CH:20]=[C:21]([Cl:27])[CH:22]=4)[N:17]([CH2:28][O:29][CH3:30])[C:16]=3[CH2:15]2)([CH3:13])[CH2:11][OH:12])(=[O:9])=[O:8])[CH:6]=[CH:5][CH:4]=[CH:3][CH:2]=1.[H-].[Na+].[CH3:33]I. (2) Given the product [F:34][C:26]1[CH:25]=[C:24]([CH:29]=[C:28]([S:30]([CH3:33])(=[O:32])=[O:31])[CH:27]=1)[O:22][C:4]1[CH:5]=[CH:6][C:7]([N:8]2[C:12]3[CH:13]=[CH:14][CH:15]=[C:16]([C:17]([F:20])([F:19])[F:18])[C:11]=3[N:10]=[C:9]2[CH3:21])=[C:2]([CH3:1])[CH:3]=1, predict the reactants needed to synthesize it. The reactants are: [CH3:1][C:2]1[CH:3]=[C:4]([OH:22])[CH:5]=[CH:6][C:7]=1[N:8]1[C:12]2[CH:13]=[CH:14][CH:15]=[C:16]([C:17]([F:20])([F:19])[F:18])[C:11]=2[N:10]=[C:9]1[CH3:21].F[C:24]1[CH:29]=[C:28]([S:30]([CH3:33])(=[O:32])=[O:31])[CH:27]=[C:26]([F:34])[CH:25]=1.